From a dataset of Catalyst prediction with 721,799 reactions and 888 catalyst types from USPTO. Predict which catalyst facilitates the given reaction. Reactant: [Br:1][C:2]1[CH:3]=[C:4]2[C:9](=[CH:10][CH:11]=1)[N:8]=[CH:7][CH:6]=[C:5]2Cl.[S-:13][CH2:14][CH3:15].[Na+]. Product: [Br:1][C:2]1[CH:3]=[C:4]2[C:9](=[CH:10][CH:11]=1)[N:8]=[CH:7][CH:6]=[C:5]2[S:13][CH2:14][CH3:15]. The catalyst class is: 18.